Dataset: Forward reaction prediction with 1.9M reactions from USPTO patents (1976-2016). Task: Predict the product of the given reaction. (1) Given the reactants [CH2:1]([O:3][C:4]([C:6]1[NH:7][C:8]2[C:13]([CH:14]=1)=[CH:12][C:11]([Cl:15])=[CH:10][CH:9]=2)=[O:5])[CH3:2].Br[CH2:17][C:18]1[C:27]2[C:22](=[CH:23][CH:24]=[C:25]([F:28])[CH:26]=2)[CH:21]=[CH:20][CH:19]=1, predict the reaction product. The product is: [CH2:1]([O:3][C:4]([C:6]1[N:7]([CH2:17][C:18]2[C:27]3[C:22](=[CH:23][CH:24]=[C:25]([F:28])[CH:26]=3)[CH:21]=[CH:20][CH:19]=2)[C:8]2[C:13]([CH:14]=1)=[CH:12][C:11]([Cl:15])=[CH:10][CH:9]=2)=[O:5])[CH3:2]. (2) Given the reactants [F:1][C:2]([F:13])([F:12])[O:3][C:4]1[CH:5]=[C:6]([CH:9]=[CH:10][CH:11]=1)[C:7]#[N:8].N[C:15]1[S:16][C:17]([CH3:22])=[CH:18][C:19]=1[C:20]#[N:21].[NH2:23]C1SC=CC=1C#N, predict the reaction product. The product is: [CH3:22][C:17]1[S:16][C:15]2[N:8]=[C:7]([C:6]3[CH:9]=[CH:10][CH:11]=[C:4]([O:3][C:2]([F:12])([F:13])[F:1])[CH:5]=3)[N:21]=[C:20]([NH2:23])[C:19]=2[CH:18]=1. (3) Given the reactants [I:1][CH2:2][C:3]1[N:4]=C(C2C=CC(C)=CC=2)O[C:7]=1[C:8]1C=CC=CC=1.C/C(/C(C)=O)=N\O.[CH:28]([C:31]1[CH:38]=[CH:37][C:34]([CH:35]=[O:36])=[CH:33][CH:32]=1)([CH3:30])[CH3:29], predict the reaction product. The product is: [I:1][CH2:2][C:3]1[N:4]=[C:35]([C:34]2[CH:33]=[CH:32][C:31]([CH:28]([CH3:30])[CH3:29])=[CH:38][CH:37]=2)[O:36][C:7]=1[CH3:8]. (4) Given the reactants [C:1]([NH:11][CH2:12][C:13]1[CH:21]=[CH:20][C:16]([C:17]([OH:19])=O)=[CH:15][CH:14]=1)(=[O:10])[CH:2]=[CH:3][C:4]1[CH:9]=[CH:8][CH:7]=[CH:6][CH:5]=1.[F:22][C:23]1[CH:28]=[CH:27][C:26]([NH2:29])=[C:25]([NH2:30])[CH:24]=1.FC(F)(F)C(O)=O, predict the reaction product. The product is: [NH2:29][C:26]1[CH:27]=[CH:28][C:23]([F:22])=[CH:24][C:25]=1[NH:30][C:17](=[O:19])[C:16]1[CH:15]=[CH:14][C:13]([CH2:12][NH:11][C:1](=[O:10])[CH:2]=[CH:3][C:4]2[CH:5]=[CH:6][CH:7]=[CH:8][CH:9]=2)=[CH:21][CH:20]=1.